From a dataset of NCI-60 drug combinations with 297,098 pairs across 59 cell lines. Regression. Given two drug SMILES strings and cell line genomic features, predict the synergy score measuring deviation from expected non-interaction effect. (1) Drug 1: CCN(CC)CCNC(=O)C1=C(NC(=C1C)C=C2C3=C(C=CC(=C3)F)NC2=O)C. Drug 2: CCC1(CC2CC(C3=C(CCN(C2)C1)C4=CC=CC=C4N3)(C5=C(C=C6C(=C5)C78CCN9C7C(C=CC9)(C(C(C8N6C)(C(=O)OC)O)OC(=O)C)CC)OC)C(=O)OC)O.OS(=O)(=O)O. Cell line: MOLT-4. Synergy scores: CSS=5.24, Synergy_ZIP=24.0, Synergy_Bliss=19.2, Synergy_Loewe=-3.43, Synergy_HSA=0.668. (2) Drug 1: C1CCN(CC1)CCOC2=CC=C(C=C2)C(=O)C3=C(SC4=C3C=CC(=C4)O)C5=CC=C(C=C5)O. Drug 2: C1=CN(C=N1)CC(O)(P(=O)(O)O)P(=O)(O)O. Cell line: COLO 205. Synergy scores: CSS=-5.49, Synergy_ZIP=4.21, Synergy_Bliss=2.56, Synergy_Loewe=-3.44, Synergy_HSA=-3.64. (3) Drug 1: CCC1=CC2CC(C3=C(CN(C2)C1)C4=CC=CC=C4N3)(C5=C(C=C6C(=C5)C78CCN9C7C(C=CC9)(C(C(C8N6C)(C(=O)OC)O)OC(=O)C)CC)OC)C(=O)OC.C(C(C(=O)O)O)(C(=O)O)O. Drug 2: C1C(C(OC1N2C=NC(=NC2=O)N)CO)O. Cell line: HT29. Synergy scores: CSS=62.6, Synergy_ZIP=1.22, Synergy_Bliss=2.92, Synergy_Loewe=2.79, Synergy_HSA=5.75. (4) Drug 1: C1=CC(=CC=C1C#N)C(C2=CC=C(C=C2)C#N)N3C=NC=N3. Drug 2: CN1C2=C(C=C(C=C2)N(CCCl)CCCl)N=C1CCCC(=O)O.Cl. Cell line: DU-145. Synergy scores: CSS=4.63, Synergy_ZIP=3.90, Synergy_Bliss=-0.612, Synergy_Loewe=4.27, Synergy_HSA=-1.82. (5) Drug 1: CNC(=O)C1=CC=CC=C1SC2=CC3=C(C=C2)C(=NN3)C=CC4=CC=CC=N4. Cell line: OVCAR-5. Drug 2: C#CCC(CC1=CN=C2C(=N1)C(=NC(=N2)N)N)C3=CC=C(C=C3)C(=O)NC(CCC(=O)O)C(=O)O. Synergy scores: CSS=-2.50, Synergy_ZIP=-2.01, Synergy_Bliss=-6.91, Synergy_Loewe=-8.36, Synergy_HSA=-8.27.